Dataset: Reaction yield outcomes from USPTO patents with 853,638 reactions. Task: Predict the reaction yield, written as a fraction of the theoretical maximum amount of product (1.0 means a 100% yield; for example, 0.34 means a 34% yield). (1) The reactants are [NH2:1][C:2]1[CH:9]=[CH:8][C:7]([Cl:10])=[CH:6][C:3]=1[CH2:4][OH:5]. The catalyst is C(Cl)(Cl)Cl.[O-2].[Mn+4].[O-2]. The product is [NH2:1][C:2]1[CH:9]=[CH:8][C:7]([Cl:10])=[CH:6][C:3]=1[CH:4]=[O:5]. The yield is 0.810. (2) The reactants are [CH3:1][N:2]([CH3:55])[C:3](=[O:54])[C:4]([N:6]1[CH2:11][CH2:10][N:9]([CH2:12][CH2:13][NH:14][C@:15]23[CH2:50][CH2:49][C@@H:48]([C:51]([CH3:53])=[CH2:52])[C@@H:16]2[C@@H:17]2[C@@:30]([CH3:33])([CH2:31][CH2:32]3)[C@@:29]3([CH3:34])[C@@H:20]([C@:21]4([CH3:47])[C@@H:26]([CH2:27][CH2:28]3)[C:25]([CH3:36])([CH3:35])[C:24]([C:37]3[CH:46]=[CH:45][C:40]([C:41]([O:43]C)=[O:42])=[CH:39][CH:38]=3)=[CH:23][CH2:22]4)[CH2:19][CH2:18]2)[CH2:8][CH2:7]1)=[O:5].[OH-].[Na+]. The catalyst is O1CCOCC1. The product is [CH3:55][N:2]([CH3:1])[C:3](=[O:54])[C:4]([N:6]1[CH2:11][CH2:10][N:9]([CH2:12][CH2:13][NH:14][C@:15]23[CH2:50][CH2:49][C@@H:48]([C:51]([CH3:53])=[CH2:52])[C@@H:16]2[C@@H:17]2[C@@:30]([CH3:33])([CH2:31][CH2:32]3)[C@@:29]3([CH3:34])[C@@H:20]([C@:21]4([CH3:47])[C@@H:26]([CH2:27][CH2:28]3)[C:25]([CH3:36])([CH3:35])[C:24]([C:37]3[CH:38]=[CH:39][C:40]([C:41]([OH:43])=[O:42])=[CH:45][CH:46]=3)=[CH:23][CH2:22]4)[CH2:19][CH2:18]2)[CH2:8][CH2:7]1)=[O:5]. The yield is 0.410. (3) The reactants are [CH3:1][O:2][C:3]1[CH:8]=[CH:7][C:6](/[CH:9]=[CH:10]/[C:11](OCC)=[O:12])=[C:5]([N+:16]([O-])=O)[CH:4]=1. The catalyst is C(O)(=O)C.[Fe]. The product is [CH3:1][O:2][C:3]1[CH:4]=[C:5]2[C:6]([CH:9]=[CH:10][C:11](=[O:12])[NH:16]2)=[CH:7][CH:8]=1. The yield is 0.940. (4) The reactants are [I-].[CH2:2]([O:9][C:10]1[C:15]([CH2:16][CH2:17][P+](C2C=CC=CC=2)(C2C=CC=CC=2)C2C=CC=CC=2)=[C:14]([F:37])[C:13]([F:38])=[CH:12][CH:11]=1)[C:3]1[CH:8]=[CH:7][CH:6]=[CH:5][CH:4]=1.[C:39]([O:43][C@@H:44]([C:50]1[C:51]([CH3:93])=[N:52][C:53]2[N:54]([N:88]=[C:89]([CH:91]=O)[CH:90]=2)[C:55]=1[N:56]1[CH2:61][CH2:60][C:59]([O:63][CH2:64][CH2:65][CH2:66][CH2:67][C@H:68]([O:70][Si:71]([C:84]([CH3:87])([CH3:86])[CH3:85])([C:78]2[CH:83]=[CH:82][CH:81]=[CH:80][CH:79]=2)[C:72]2[CH:77]=[CH:76][CH:75]=[CH:74][CH:73]=2)[CH3:69])([CH3:62])[CH2:58][CH2:57]1)[C:45]([O:47][CH2:48][CH3:49])=[O:46])([CH3:42])([CH3:41])[CH3:40]. The catalyst is C1COCC1. The product is [CH2:2]([O:9][C:10]1[C:15]([CH2:16][CH:17]=[CH:91][C:89]2[CH:90]=[C:53]3[N:52]=[C:51]([CH3:93])[C:50]([C@H:44]([O:43][C:39]([CH3:42])([CH3:41])[CH3:40])[C:45]([O:47][CH2:48][CH3:49])=[O:46])=[C:55]([N:56]4[CH2:61][CH2:60][C:59]([O:63][CH2:64][CH2:65][CH2:66][CH2:67][C@H:68]([O:70][Si:71]([C:84]([CH3:85])([CH3:86])[CH3:87])([C:72]5[CH:73]=[CH:74][CH:75]=[CH:76][CH:77]=5)[C:78]5[CH:79]=[CH:80][CH:81]=[CH:82][CH:83]=5)[CH3:69])([CH3:62])[CH2:58][CH2:57]4)[N:54]3[N:88]=2)=[C:14]([F:37])[C:13]([F:38])=[CH:12][CH:11]=1)[C:3]1[CH:4]=[CH:5][CH:6]=[CH:7][CH:8]=1. The yield is 0.500. (5) The reactants are [Br:1][C:2]1[C:6]([C:7]#[N:8])=[C:5]([Br:9])[S:4][C:3]=1[C:10]([O:12]CC)=[O:11].O1CCCC1.CO.[OH-].[Na+].O.Cl. No catalyst specified. The product is [Br:1][C:2]1[C:6]([C:7]#[N:8])=[C:5]([Br:9])[S:4][C:3]=1[C:10]([OH:12])=[O:11]. The yield is 0.994. (6) The reactants are [Br:1][C:2]1[CH:3]=[C:4]([OH:8])[CH:5]=[CH:6][CH:7]=1.C(=O)([O-])[O-].[Cs+].[Cs+].Br[CH2:16][CH2:17][OH:18]. The catalyst is CN(C=O)C. The product is [Br:1][C:2]1[CH:3]=[C:4]([CH:5]=[CH:6][CH:7]=1)[O:8][CH2:16][CH2:17][OH:18]. The yield is 0.440. (7) The reactants are [Al+3].[Cl-].[Cl-].[Cl-].[C:5](Cl)(=[O:7])[CH3:6].C[O:10][C:11]1[CH:16]=[CH:15][C:14]([C:17]2([C:20]([O:22][CH3:23])=[O:21])[CH2:19][CH2:18]2)=[CH:13][CH:12]=1. The catalyst is C(=S)=S. The product is [CH3:23][O:22][C:20]([C:17]1([C:14]2[CH:15]=[CH:16][C:11]([OH:10])=[C:12]([C:5](=[O:7])[CH3:6])[CH:13]=2)[CH2:19][CH2:18]1)=[O:21]. The yield is 0.810.